This data is from Orexin1 receptor HTS with 218,158 compounds and 233 confirmed actives. The task is: Binary Classification. Given a drug SMILES string, predict its activity (active/inactive) in a high-throughput screening assay against a specified biological target. The compound is S(=O)(=O)(N1CN(c2nc3c(nc12)cccc3)Cc1occc1)c1cc(c(cc1)C)C. The result is 0 (inactive).